Dataset: Forward reaction prediction with 1.9M reactions from USPTO patents (1976-2016). Task: Predict the product of the given reaction. (1) The product is: [CH2:1]([C:12]1[CH:13]=[CH:14][C:9]([O:8][CH2:1][C:2]2[CH:7]=[CH:6][CH:5]=[CH:4][CH:3]=2)=[C:10]([N:16]2[S:20](=[O:22])(=[O:21])[NH:19][C:18](=[O:23])[CH2:17]2)[CH:11]=1)[C:2]1[CH:7]=[CH:6][CH:5]=[CH:4][CH:3]=1. Given the reactants [CH2:1]([O:8][C:9]1[CH:14]=[CH:13][C:12](Br)=[CH:11][C:10]=1[N:16]1[S:20](=[O:22])(=[O:21])[NH:19][C:18](=[O:23])[CH2:17]1)[C:2]1[CH:7]=[CH:6][CH:5]=[CH:4][CH:3]=1.C(=O)([O-])[O-].[Na+].[Na+], predict the reaction product. (2) Given the reactants [CH3:1][C:2]1[CH:9]=[CH:8][C:5]([CH:6]=O)=[CH:4][CH:3]=1.[CH3:10][C:11]([CH3:13])=[O:12].[OH-].[Na+].O, predict the reaction product. The product is: [CH3:1][C:2]1[CH:9]=[CH:8][C:5]([CH:6]=[CH:10][C:11](=[O:12])[CH:13]=[CH:1][C:2]2[CH:9]=[CH:8][C:5]([CH3:6])=[CH:4][CH:3]=2)=[CH:4][CH:3]=1. (3) Given the reactants [C:1]([C:3]1[C:4]([N:17]2[CH2:22][CH2:21][CH:20]([C:23](O)=[O:24])[CH2:19][CH2:18]2)=[N:5][C:6]([CH:14]([F:16])[F:15])=[C:7]([C:9]([O:11][CH2:12][CH3:13])=[O:10])[CH:8]=1)#[N:2].[F:26][C:27]1[CH:28]=[C:29]([CH2:34][S:35]([NH2:38])(=[O:37])=[O:36])[CH:30]=[CH:31][C:32]=1[F:33], predict the reaction product. The product is: [C:1]([C:3]1[C:4]([N:17]2[CH2:18][CH2:19][CH:20]([C:23](=[O:24])[NH:38][S:35]([CH2:34][C:29]3[CH:30]=[CH:31][C:32]([F:33])=[C:27]([F:26])[CH:28]=3)(=[O:36])=[O:37])[CH2:21][CH2:22]2)=[N:5][C:6]([CH:14]([F:16])[F:15])=[C:7]([CH:8]=1)[C:9]([O:11][CH2:12][CH3:13])=[O:10])#[N:2]. (4) Given the reactants CC1(C)[O:7][CH2:6][C:5]([NH:31]C(=O)OC(C)(C)C)([C:8]2[O:9][C:10]3[CH:16]=[CH:15][C:14]([C:17]4[N:21]=[C:20]([C:22]5[CH:27]=[CH:26][C:25]([CH2:28][CH2:29][CH3:30])=[CH:24][CH:23]=5)[O:19][N:18]=4)=[CH:13][C:11]=3[CH:12]=2)[CH2:4][O:3]1.ClC1C=C(C2ON=C(C3C=CC4OC(C5(NC(=O)OC(C)(C)C)COC(C)(C)OC5)=CC=4C=3)N=2)C=CC=1OCCC, predict the reaction product. The product is: [NH2:31][C:5]([C:8]1[O:9][C:10]2[CH:16]=[CH:15][C:14]([C:17]3[N:21]=[C:20]([C:22]4[CH:23]=[CH:24][C:25]([CH2:28][CH2:29][CH3:30])=[CH:26][CH:27]=4)[O:19][N:18]=3)=[CH:13][C:11]=2[CH:12]=1)([CH2:6][OH:7])[CH2:4][OH:3].